From a dataset of Full USPTO retrosynthesis dataset with 1.9M reactions from patents (1976-2016). Predict the reactants needed to synthesize the given product. (1) Given the product [OH:8][C:9]1[CH:33]=[CH:32][C:31]([O:34][CH2:35][CH:36]2[CH2:37][CH2:38][N:39]([CH3:42])[CH2:40][CH2:41]2)=[CH:30][C:10]=1[C:11]([NH:13][C:14]1[CH:23]=[C:22]([C:24]2[CH:25]=[CH:26][CH:27]=[CH:28][CH:29]=2)[CH:21]=[CH:20][C:15]=1[C:16]([O:18][CH3:19])=[O:17])=[O:12], predict the reactants needed to synthesize it. The reactants are: C([O:8][C:9]1[CH:33]=[CH:32][C:31]([O:34][CH2:35][CH:36]2[CH2:41][CH2:40][N:39]([CH3:42])[CH2:38][CH2:37]2)=[CH:30][C:10]=1[C:11]([NH:13][C:14]1[CH:23]=[C:22]([C:24]2[CH:29]=[CH:28][CH:27]=[CH:26][CH:25]=2)[CH:21]=[CH:20][C:15]=1[C:16]([O:18][CH3:19])=[O:17])=[O:12])C1C=CC=CC=1.C(Cl)(Cl)Cl. (2) Given the product [CH2:25]([C:22]1[CH:23]=[CH:24][C:19]([O:18][C@@H:16]([CH3:17])[CH2:15][CH2:14][O:13][C:10]2[CH:11]=[CH:12][C:7]([O:6][CH:4]([CH3:5])[C:3]([OH:33])=[O:2])=[C:8]([CH3:32])[CH:9]=2)=[C:20]([C:27]2[S:28][CH:29]=[CH:30][N:31]=2)[CH:21]=1)[CH3:26], predict the reactants needed to synthesize it. The reactants are: C[O:2][C:3](=[O:33])[CH:4]([O:6][C:7]1[CH:12]=[CH:11][C:10]([O:13][CH2:14][CH2:15][C@@H:16]([O:18][C:19]2[CH:24]=[CH:23][C:22]([CH2:25][CH3:26])=[CH:21][C:20]=2[C:27]2[S:28][CH:29]=[CH:30][N:31]=2)[CH3:17])=[CH:9][C:8]=1[CH3:32])[CH3:5]. (3) The reactants are: [Br:1][C:2]1[CH:7]=[CH:6][C:5](/[CH:8]=[CH:9]/[N+:10]([O-:12])=[O:11])=[CH:4][CH:3]=1.CS(C)=O.[BH4-].[Na+]. Given the product [Br:1][C:2]1[CH:3]=[CH:4][C:5]([CH2:8][CH2:9][N+:10]([O-:12])=[O:11])=[CH:6][CH:7]=1, predict the reactants needed to synthesize it. (4) Given the product [F:1][C:2]1[CH:32]=[C:31]([F:33])[CH:30]=[CH:29][C:3]=1[O:4][CH2:5][CH2:6][CH2:7][O:8][C:9]1[CH:14]=[CH:13][C:12]([CH:15]2[CH2:20][CH2:19][N:18]([C:21]([O:23][C:24]([CH3:27])([CH3:25])[CH3:26])=[O:22])[CH2:17][CH:16]2[O:28][CH2:35][C:36]2[CH:37]=[CH:38][C:39]3[O:44][CH2:43][C:42](=[O:45])[N:41]([CH2:46][CH2:47][CH2:48][O:49][CH3:50])[C:40]=3[CH:51]=2)=[CH:11][CH:10]=1, predict the reactants needed to synthesize it. The reactants are: [F:1][C:2]1[CH:32]=[C:31]([F:33])[CH:30]=[CH:29][C:3]=1[O:4][CH2:5][CH2:6][CH2:7][O:8][C:9]1[CH:14]=[CH:13][C:12]([CH:15]2[CH2:20][CH2:19][N:18]([C:21]([O:23][C:24]([CH3:27])([CH3:26])[CH3:25])=[O:22])[CH2:17][CH:16]2[OH:28])=[CH:11][CH:10]=1.Cl[CH2:35][C:36]1[CH:37]=[CH:38][C:39]2[O:44][CH2:43][C:42](=[O:45])[N:41]([CH2:46][CH2:47][CH2:48][O:49][CH3:50])[C:40]=2[CH:51]=1.